Task: Predict the reaction yield, written as a fraction of the theoretical maximum amount of product (1.0 means a 100% yield; for example, 0.34 means a 34% yield).. Dataset: Reaction yield outcomes from USPTO patents with 853,638 reactions (1) The reactants are Cl[C:2]1[N:9]=[C:8]([Cl:10])[CH:7]=[CH:6][C:3]=1[C:4]#[N:5].[F:11][C:12]1[CH:17]=C[C:15](CN)=[CH:14][CH:13]=1.C([N:22]([CH2:25][CH3:26])CC)C. The catalyst is CN1C(=O)CCC1.O. The product is [Cl:10][C:8]1[CH:7]=[CH:6][C:3]([C:4]#[N:5])=[C:2]([NH:22][CH2:25][C:26]2[CH:15]=[CH:14][CH:13]=[C:12]([F:11])[CH:17]=2)[N:9]=1. The yield is 0.800. (2) The reactants are [N:1]([C@@H:4]([C:7]1[CH:8]=[N:9][C:10]([CH:13]([F:15])[F:14])=[CH:11][CH:12]=1)[CH2:5][OH:6])=[N+]=[N-].C1C=CC(P(C2C=CC=CC=2)C2C=CC=CC=2)=CC=1.O.Cl. The catalyst is C1COCC1. The product is [NH2:1][C@@H:4]([C:7]1[CH:8]=[N:9][C:10]([CH:13]([F:15])[F:14])=[CH:11][CH:12]=1)[CH2:5][OH:6]. The yield is 0.850. (3) The reactants are [C:1]1([CH:7]([C:13]2[CH:18]=[CH:17][CH:16]=[CH:15][CH:14]=2)[N:8]2[CH2:11][CH:10]([OH:12])[CH2:9]2)[CH:6]=[CH:5][CH:4]=[CH:3][CH:2]=1.[H-].[Na+].[CH2:21](Br)[C:22]1[CH:27]=[CH:26][CH:25]=[CH:24][CH:23]=1. The catalyst is CN(C=O)C.C(O)(=O)C. The product is [CH2:21]([O:12][CH:10]1[CH2:11][N:8]([CH:7]([C:1]2[CH:2]=[CH:3][CH:4]=[CH:5][CH:6]=2)[C:13]2[CH:14]=[CH:15][CH:16]=[CH:17][CH:18]=2)[CH2:9]1)[C:22]1[CH:27]=[CH:26][CH:25]=[CH:24][CH:23]=1. The yield is 0.240. (4) The reactants are CO[CH:3]([O:14][CH3:15])[CH2:4][O:5][C:6](=[O:13])[C:7]1[CH:12]=[CH:11][CH:10]=[CH:9][CH:8]=1.[SH:16][CH2:17]CO. The catalyst is O.C1(C)C=CC(S(O)(=O)=O)=CC=1.C1(C)C=CC=CC=1. The product is [C:6]([O:5][CH2:4][CH:3]1[S:16][CH2:17][CH2:15][O:14]1)(=[O:13])[C:7]1[CH:8]=[CH:9][CH:10]=[CH:11][CH:12]=1. The yield is 1.00.